The task is: Regression. Given two drug SMILES strings and cell line genomic features, predict the synergy score measuring deviation from expected non-interaction effect.. This data is from NCI-60 drug combinations with 297,098 pairs across 59 cell lines. Drug 2: CC1=C(C=C(C=C1)NC(=O)C2=CC=C(C=C2)CN3CCN(CC3)C)NC4=NC=CC(=N4)C5=CN=CC=C5. Cell line: T-47D. Synergy scores: CSS=35.8, Synergy_ZIP=-6.20, Synergy_Bliss=3.14, Synergy_Loewe=-28.0, Synergy_HSA=3.45. Drug 1: COC1=CC(=CC(=C1O)OC)C2C3C(COC3=O)C(C4=CC5=C(C=C24)OCO5)OC6C(C(C7C(O6)COC(O7)C8=CC=CS8)O)O.